From a dataset of M1 muscarinic receptor antagonist screen with 61,756 compounds. Binary Classification. Given a drug SMILES string, predict its activity (active/inactive) in a high-throughput screening assay against a specified biological target. The compound is s1nc(c2ccc(F)cc2)c(N)c1C(OCC)=O. The result is 0 (inactive).